This data is from Full USPTO retrosynthesis dataset with 1.9M reactions from patents (1976-2016). The task is: Predict the reactants needed to synthesize the given product. (1) Given the product [CH3:32][O:31][C:24]1[CH:25]=[C:26]([O:29][CH3:30])[CH:27]=[CH:28][C:23]=1[CH2:22][N:4]([CH2:3][C:2]([C:33]1[CH:38]=[CH:39][CH:34]=[CH:35][CH:36]=1)=[CH2:43])[C:5]([C@H:7]([NH:11][C:12](=[O:21])[O:13][CH2:14][C:15]1[CH:20]=[CH:19][CH:18]=[CH:17][CH:16]=1)[CH2:8][CH:9]=[CH2:10])=[O:6], predict the reactants needed to synthesize it. The reactants are: Br[C:2](=[CH2:33])[CH2:3][N:4]([CH2:22][C:23]1[CH:28]=[CH:27][C:26]([O:29][CH3:30])=[CH:25][C:24]=1[O:31][CH3:32])[C:5]([C@H:7]([NH:11][C:12](=[O:21])[O:13][CH2:14][C:15]1[CH:20]=[CH:19][CH:18]=[CH:17][CH:16]=1)[CH2:8][CH:9]=[CH2:10])=[O:6].[C:34]1(B(O)O)[CH:39]=[CH:38]C=[CH:36][CH:35]=1.[C:43](=O)([O-])[O-].[Na+].[Na+]. (2) Given the product [CH2:20]([C:16]1[CH:17]=[C:18]2[C:13](=[CH:14][CH:15]=1)[CH2:12][C@H:11]([NH2:10])[CH2:19]2)[CH:21]([CH3:23])[CH3:22], predict the reactants needed to synthesize it. The reactants are: C(OC(=O)[NH:10][C@@H:11]1[CH2:19][C:18]2[C:13](=[CH:14][CH:15]=[C:16]([CH2:20][CH:21]([CH3:23])[CH3:22])[CH:17]=2)[CH2:12]1)C1C=CC=CC=1. (3) The reactants are: [NH:1]1[CH2:6][CH2:5][C:4]2([O:11][C:10]3[C:12]4[C:17]([C:18](=[O:21])[C:19](=[O:20])[C:9]=3[S:8][CH2:7]2)=[CH:16][CH:15]=[CH:14][CH:13]=4)[CH2:3][CH2:2]1.[Cl:22][C:23]1[CH:28]=[CH:27][C:26]([O:29][CH2:30][CH2:31][CH2:32]I)=[CH:25][CH:24]=1. Given the product [Cl:22][C:23]1[CH:28]=[CH:27][C:26]([O:29][CH2:30][CH2:31][CH2:32][N:1]2[CH2:2][CH2:3][C:4]3([O:11][C:10]4[C:12]5[C:17]([C:18](=[O:21])[C:19](=[O:20])[C:9]=4[S:8][CH2:7]3)=[CH:16][CH:15]=[CH:14][CH:13]=5)[CH2:5][CH2:6]2)=[CH:25][CH:24]=1, predict the reactants needed to synthesize it. (4) Given the product [CH2:1]([S:8]([NH:11][S:12]([CH:15]1[CH2:20][CH2:19][NH:18][CH2:17][CH2:16]1)(=[O:14])=[O:13])(=[O:9])=[O:10])[C:2]1[CH:3]=[CH:4][CH:5]=[CH:6][CH:7]=1, predict the reactants needed to synthesize it. The reactants are: [CH2:1]([S:8]([NH:11][S:12]([CH:15]1[CH2:20][CH2:19][N:18](C=O)[CH2:17][CH2:16]1)(=[O:14])=[O:13])(=[O:10])=[O:9])[C:2]1[CH:7]=[CH:6][CH:5]=[CH:4][CH:3]=1.Cl. (5) Given the product [SH:4][CH:5]([CH3:14])[CH:6]([CH3:13])[C:7]([O:9][CH:10]([CH3:12])[CH3:11])=[O:8], predict the reactants needed to synthesize it. The reactants are: C([S:4][CH:5]([CH3:14])[CH:6]([CH3:13])[C:7]([O:9][CH:10]([CH3:12])[CH3:11])=[O:8])(=O)C. (6) Given the product [I:25][C:11]1[CH:10]=[CH:9][N:8]=[CH:7][C:6]=1[NH:5][C:3](=[O:4])[C:2]([CH3:13])([CH3:12])[CH3:1], predict the reactants needed to synthesize it. The reactants are: [CH3:1][C:2]([CH3:13])([CH3:12])[C:3]([NH:5][C:6]1[CH:7]=[N:8][CH:9]=[CH:10][CH:11]=1)=[O:4].NCCCCN.C([Li])CCC.[I:25]I.[NH4+].[Cl-]. (7) Given the product [BH4-:16].[Na+:29].[CH2:8]([NH:15][CH:28]1[CH2:26][N:15]2[C:6]3[C:1]([CH:7]=[C:8]2[CH2:9][CH2:10]1)=[CH:2][CH:3]=[CH:4][CH:5]=3)[C:9]1[CH:14]=[CH:13][CH:12]=[CH:11][CH:10]=1, predict the reactants needed to synthesize it. The reactants are: [C:1]1([CH3:7])[CH:6]=[CH:5][CH:4]=[CH:3][CH:2]=1.[CH2:8]([NH2:15])[C:9]1[CH:14]=[CH:13][CH:12]=[CH:11][CH:10]=1.[BH-:16](O[C:26]([CH3:28])=O)(OC(C)=O)OC(C)=O.[Na+:29].C(Cl)Cl.